From a dataset of Catalyst prediction with 721,799 reactions and 888 catalyst types from USPTO. Predict which catalyst facilitates the given reaction. (1) Reactant: [Cl-].[CH2:2]([N+:12]([CH2:15][CH2:16][CH2:17][CH2:18][CH2:19][CH2:20][CH2:21][CH2:22][CH2:23][CH3:24])([CH3:14])[CH3:13])[CH2:3][CH2:4][CH2:5][CH2:6][CH2:7][CH2:8][CH2:9][CH2:10][CH3:11].[C:25]([O:28][C:29]1[C:30](=[CH:34][CH:35]=[CH:36][CH:37]=1)[C:31]([OH:33])=[O:32])(=[O:27])[CH3:26].[OH-].[Na+]. Product: [C:25]([O:28][C:29]1[CH:37]=[CH:36][CH:35]=[CH:34][C:30]=1[C:31]([O-:33])=[O:32])(=[O:27])[CH3:26].[CH2:15]([N+:12]([CH2:2][CH2:3][CH2:4][CH2:5][CH2:6][CH2:7][CH2:8][CH2:9][CH2:10][CH3:11])([CH3:14])[CH3:13])[CH2:16][CH2:17][CH2:18][CH2:19][CH2:20][CH2:21][CH2:22][CH2:23][CH3:24]. The catalyst class is: 6. (2) Reactant: Br[C:2]1[CH:7]=[CH:6][C:5]([O:8][CH2:9][C:10]2[CH:15]=[CH:14][CH:13]=[CH:12][CH:11]=2)=[CH:4][C:3]=1[CH:16]([CH3:18])[CH3:17].C([Li])CCC.[B:24](OCC)([O:28]CC)[O:25]CC. Product: [CH2:9]([O:8][C:5]1[CH:6]=[CH:7][C:2]([B:24]([OH:28])[OH:25])=[C:3]([CH:16]([CH3:18])[CH3:17])[CH:4]=1)[C:10]1[CH:15]=[CH:14][CH:13]=[CH:12][CH:11]=1. The catalyst class is: 1. (3) The catalyst class is: 6. Product: [C:4]([CH2:6][N:7]1[CH:22]=[CH:21][C:11]([NH:12][C:13](=[O:20])[C:14]2[CH:15]=[CH:16][CH:17]=[CH:18][CH:19]=2)=[N:10][C:8]1=[O:9])([OH:5])=[O:3]. Reactant: C([O:3][C:4]([CH2:6][N:7]1[CH:22]=[CH:21][C:11]([NH:12][C:13](=[O:20])[C:14]2[CH:19]=[CH:18][CH:17]=[CH:16][CH:15]=2)=[N:10][C:8]1=[O:9])=[O:5])C.[OH-].[Na+].Cl. (4) Reactant: [ClH:1].[CH3:2][N:3]([CH3:32])[C@H:4]1[CH2:8][CH2:7][N:6]([C:9]2[CH:10]=[N:11][C:12]3[C:17]([CH:18]=2)=[CH:16][C:15]([S:19][C:20]2[N:24]4[CH:25]=[C:26]([C:29](=O)[CH3:30])[CH:27]=[CH:28][C:23]4=[N:22][N:21]=2)=[CH:14][CH:13]=3)[CH2:5]1.Cl.[NH2:34][OH:35]. Product: [ClH:1].[CH3:2][N:3]([CH3:32])[C@H:4]1[CH2:8][CH2:7][N:6]([C:9]2[CH:10]=[N:11][C:12]3[C:17]([CH:18]=2)=[CH:16][C:15]([S:19][C:20]2[N:24]4[CH:25]=[C:26](/[C:29](=[N:34]/[OH:35])/[CH3:30])[CH:27]=[CH:28][C:23]4=[N:22][N:21]=2)=[CH:14][CH:13]=3)[CH2:5]1. The catalyst class is: 240. (5) Reactant: O[C:2]1[C:11]2[C:6](=[N:7][CH:8]=[CH:9][CH:10]=2)[N:5]([C:12]2[CH:17]=[CH:16][CH:15]=[CH:14][CH:13]=2)[C:4](=[O:18])[C:3]=1[C:19](=O)[CH2:20][C:21]1[CH:26]=[CH:25][C:24]([S:27]([CH3:30])(=[O:29])=[O:28])=[CH:23][CH:22]=1.O.[NH2:33][NH2:34]. Product: [CH3:30][S:27]([C:24]1[CH:25]=[CH:26][C:21]([CH2:20][C:19]2[C:3]3[C:4](=[O:18])[N:5]([C:12]4[CH:17]=[CH:16][CH:15]=[CH:14][CH:13]=4)[C:6]4[N:7]=[CH:8][CH:9]=[CH:10][C:11]=4[C:2]=3[NH:34][N:33]=2)=[CH:22][CH:23]=1)(=[O:29])=[O:28]. The catalyst class is: 3. (6) Reactant: [C:1]([OH:6])(=[O:5])[C:2]([OH:4])=[O:3].[Cl:7][CH2:8][CH2:9][CH2:10][N:11]1[CH2:14][CH:13]([O:15][C:16]([C:29]2[CH:34]=[CH:33][CH:32]=[CH:31][CH:30]=2)([C:23]2[CH:28]=[CH:27][CH:26]=[CH:25][CH:24]=2)[C:17]2[CH:22]=[CH:21][CH:20]=[CH:19][CH:18]=2)[CH2:12]1. Product: [C:1]([OH:6])(=[O:5])[C:2]([OH:4])=[O:3].[Cl:7][CH2:8][CH2:9][CH2:10][N:11]1[CH2:12][CH:13]([O:15][C:16]([C:29]2[CH:34]=[CH:33][CH:32]=[CH:31][CH:30]=2)([C:23]2[CH:24]=[CH:25][CH:26]=[CH:27][CH:28]=2)[C:17]2[CH:22]=[CH:21][CH:20]=[CH:19][CH:18]=2)[CH2:14]1. The catalyst class is: 13. (7) Reactant: C[O:2][C:3](=[O:15])[C:4]1[CH:9]=[C:8]([Cl:10])[C:7]([Cl:11])=[CH:6][C:5]=1[N+:12]([O-:14])=[O:13].[Li+].[OH-].Cl. Product: [Cl:11][C:7]1[C:8]([Cl:10])=[CH:9][C:4]([C:3]([OH:15])=[O:2])=[C:5]([N+:12]([O-:14])=[O:13])[CH:6]=1. The catalyst class is: 36. (8) Reactant: [N:1]1([CH2:5][C@@H:6]([N:10]([CH3:20])[C:11](=[O:19])[C:12]2[CH:17]=[CH:16][C:15]([Cl:18])=[CH:14][CH:13]=2)[CH:7]([CH3:9])[CH3:8])[CH2:4][CH2:3][CH2:2]1.[C:21]([OH:30])(=[O:29])[CH:22]([CH:24]([C:26]([OH:28])=[O:27])[OH:25])[OH:23]. The catalyst class is: 144. Product: [OH:25][CH:24]([CH:22]([OH:23])[C:21]([O-:30])=[O:29])[C:26]([O-:28])=[O:27].[Cl:18][C:15]1[CH:14]=[CH:13][C:12]([C:11]([N:10]([C@@H:6]([CH:7]([CH3:8])[CH3:9])[CH2:5][NH+:1]2[CH2:4][CH2:3][CH2:2]2)[CH3:20])=[O:19])=[CH:17][CH:16]=1.[Cl:18][C:15]1[CH:14]=[CH:13][C:12]([C:11]([N:10]([C@@H:6]([CH:7]([CH3:8])[CH3:9])[CH2:5][NH+:1]2[CH2:4][CH2:3][CH2:2]2)[CH3:20])=[O:19])=[CH:17][CH:16]=1. (9) Reactant: [F:1][C:2]1[CH:7]=[C:6]([S:8]([CH3:11])(=[O:10])=[O:9])[CH:5]=[CH:4][C:3]=1[N:12]1[C:16]2=[N:17][CH:18]=[N:19][C:20]([NH:21][CH:22]3[CH2:26][CH2:25][NH:24][CH2:23]3)=[C:15]2[CH:14]=[N:13]1.[CH:27]([O:30][C:31](Cl)=[O:32])([CH3:29])[CH3:28].C(N(CC)CC)C. Product: [CH:27]([O:30][C:31]([N:24]1[CH2:25][CH2:26][CH:22]([NH:21][C:20]2[N:19]=[CH:18][N:17]=[C:16]3[N:12]([C:3]4[CH:4]=[CH:5][C:6]([S:8]([CH3:11])(=[O:9])=[O:10])=[CH:7][C:2]=4[F:1])[N:13]=[CH:14][C:15]=23)[CH2:23]1)=[O:32])([CH3:29])[CH3:28]. The catalyst class is: 3.